From a dataset of Forward reaction prediction with 1.9M reactions from USPTO patents (1976-2016). Predict the product of the given reaction. (1) Given the reactants Br[C:2]1[CH:3]=[C:4]([CH:32]=[CH:33][CH:34]=1)[CH2:5][N:6]1[C:10]2[CH:11]=[C:12]([O:15][CH2:16][C:17]3[CH:21]=[CH:20][N:19]([CH3:22])[N:18]=3)[CH:13]=[CH:14][C:9]=2[N:8]=[C:7]1[C@H:23]1[CH2:28][CH2:27][CH2:26][CH2:25][C@H:24]1[C:29]([OH:31])=[O:30].[NH:35]1[CH2:40][CH2:39][CH2:38][CH2:37][CH2:36]1, predict the reaction product. The product is: [CH3:22][N:19]1[CH:20]=[CH:21][C:17]([CH2:16][O:15][C:12]2[CH:13]=[CH:14][C:9]3[N:8]=[C:7]([C@H:23]4[CH2:28][CH2:27][CH2:26][CH2:25][C@H:24]4[C:29]([OH:31])=[O:30])[N:6]([CH2:5][C:4]4[CH:32]=[CH:33][CH:34]=[C:2]([N:35]5[CH2:40][CH2:39][CH2:38][CH2:37][CH2:36]5)[CH:3]=4)[C:10]=3[CH:11]=2)=[N:18]1. (2) Given the reactants [F:1][C:2]1[CH:7]=[C:6]([F:8])[CH:5]=[C:4]([F:9])[C:3]=1[OH:10].F[C:12]1[CH:17]=[CH:16][CH:15]=[CH:14][C:13]=1[N+:18]([O-:20])=[O:19].[F:21][C:22]1[CH:35]=[C:34]([F:36])[CH:33]=[C:32]([F:37])[C:23]=1[O:24][C:25]1[CH:31]=[CH:30][CH:29]=[CH:28][C:26]=1[NH2:27].[NH2:38][C:39]1[S:40][CH:41]=[CH:42][N:43]=1, predict the reaction product. The product is: [F:1][C:2]1[CH:7]=[C:6]([F:8])[CH:5]=[C:4]([F:9])[C:3]=1[O:10][C:12]1[CH:17]=[CH:16][CH:15]=[CH:14][C:13]=1[N+:18]([O-:20])=[O:19].[F:21][C:22]1[CH:35]=[C:34]([F:36])[CH:33]=[C:32]([F:37])[C:23]=1[O:24][C:25]1[CH:31]=[CH:30][CH:29]=[CH:28][C:26]=1[NH:27][C:3]([NH:38][C:39]1[S:40][CH:41]=[CH:42][N:43]=1)=[O:10]. (3) Given the reactants [CH3:1][C:2]1[CH:7]=[C:6]([C:8]2[C:16]3[C:11](=[CH:12][CH:13]=[C:14]([C:17]([OH:19])=[O:18])[CH:15]=3)[N:10](C(C3C=CC=CC=3)(C3C=CC=CC=3)C3C=CC=CC=3)[N:9]=2)[CH:5]=[CH:4][N:3]=1.FC(F)(F)C(O)=O.C([SiH](CC)CC)C, predict the reaction product. The product is: [CH3:1][C:2]1[CH:7]=[C:6]([C:8]2[C:16]3[C:11](=[CH:12][CH:13]=[C:14]([C:17]([OH:19])=[O:18])[CH:15]=3)[NH:10][N:9]=2)[CH:5]=[CH:4][N:3]=1.